The task is: Predict which catalyst facilitates the given reaction.. This data is from Catalyst prediction with 721,799 reactions and 888 catalyst types from USPTO. Reactant: [Br:1][C:2]1[CH:3]=[N:4][CH:5]=[C:6]([CH:10]=1)[C:7]([OH:9])=[O:8].[C:11](=O)([O-])[O-].[K+].[K+].CI. Product: [Br:1][C:2]1[CH:3]=[N:4][CH:5]=[C:6]([CH:10]=1)[C:7]([O:9][CH3:11])=[O:8]. The catalyst class is: 39.